Dataset: Full USPTO retrosynthesis dataset with 1.9M reactions from patents (1976-2016). Task: Predict the reactants needed to synthesize the given product. (1) Given the product [C:14]([N:19]=[N+:20]=[N-:21])(=[O:15])[C:13]1[CH:17]=[CH:18][CH:10]=[CH:11][CH:12]=1, predict the reactants needed to synthesize it. The reactants are: O1CCN(CCO[C:10]2[CH:18]=[CH:17][C:13]([C:14](Cl)=[O:15])=[CH:12][CH:11]=2)CC1.[N-:19]=[N+:20]=[N-:21].[Na+]. (2) Given the product [CH3:1][C:2]1[C:3]([C:28]2[CH:33]=[CH:32][CH:31]=[C:30]([O:34][CH3:35])[CH:29]=2)=[C:4]([O:14][C:15]2[CH:16]=[CH:17][C:18](/[CH:21]=[CH:22]/[C:23]([OH:25])=[O:24])=[CH:19][CH:20]=2)[C:5]2[C:10]([CH:11]=1)=[CH:9][C:8]([O:12][CH3:13])=[CH:7][CH:6]=2, predict the reactants needed to synthesize it. The reactants are: [CH3:1][C:2]1[C:3]([C:28]2[CH:33]=[CH:32][CH:31]=[C:30]([O:34][CH3:35])[CH:29]=2)=[C:4]([O:14][C:15]2[CH:20]=[CH:19][C:18](/[CH:21]=[CH:22]/[C:23]([O:25]CC)=[O:24])=[CH:17][CH:16]=2)[C:5]2[C:10]([CH:11]=1)=[CH:9][C:8]([O:12][CH3:13])=[CH:7][CH:6]=2.[Li+].[OH-].Cl.